Task: Predict the reactants needed to synthesize the given product.. Dataset: Full USPTO retrosynthesis dataset with 1.9M reactions from patents (1976-2016) (1) Given the product [Cl:34][C:35]1[CH:63]=[C:62]([Cl:64])[C:61]([O:65][CH3:66])=[CH:60][C:36]=1[NH:37][C:38]1[C:47]2[C:42](=[CH:43][C:44]3[CH:51]=[C:50]([O:52][CH3:53])[C:49]([O:54][CH2:55][CH2:56][N:67]4[CH2:72][CH2:71][O:70][CH2:69][CH2:68]4)=[CH:48][C:45]=3[CH:46]=2)[N:41]=[CH:40][C:39]=1[C:58]#[N:59].[Cl:1][C:2]1[CH:30]=[C:29]([Cl:31])[C:28]([O:32][CH3:33])=[CH:27][C:3]=1[NH:4][C:5]1[C:14]2[C:9](=[CH:10][C:11]3[CH:18]=[C:17]([O:19][CH2:20][CH2:21][N:67]4[CH2:72][CH2:71][O:70][CH2:69][CH2:68]4)[C:16]([O:23][CH3:24])=[CH:15][C:12]=3[CH:13]=2)[N:8]=[CH:7][C:6]=1[C:25]#[N:26], predict the reactants needed to synthesize it. The reactants are: [Cl:1][C:2]1[CH:30]=[C:29]([Cl:31])[C:28]([O:32][CH3:33])=[CH:27][C:3]=1[NH:4][C:5]1[C:14]2[C:9](=[CH:10][C:11]3[CH:18]=[C:17]([O:19][CH2:20][CH2:21]Cl)[C:16]([O:23][CH3:24])=[CH:15][C:12]=3[CH:13]=2)[N:8]=[CH:7][C:6]=1[C:25]#[N:26].[Cl:34][C:35]1[CH:63]=[C:62]([Cl:64])[C:61]([O:65][CH3:66])=[CH:60][C:36]=1[NH:37][C:38]1[C:47]2[C:42](=[CH:43][C:44]3[CH:51]=[C:50]([O:52][CH3:53])[C:49]([O:54][CH2:55][CH2:56]Cl)=[CH:48][C:45]=3[CH:46]=2)[N:41]=[CH:40][C:39]=1[C:58]#[N:59].[NH:67]1[CH2:72][CH2:71][O:70][CH2:69][CH2:68]1.[I-].[Na+]. (2) Given the product [CH3:1][C:2]1[C:6]([C:7]2[N:8]([C:19]3[CH:20]=[CH:21][C:22]([OH:25])=[CH:23][CH:24]=3)[C:9]3[C:14]([C:15]=2[C:16](=[N:27][NH2:28])[NH2:18])=[CH:13][CH:12]=[CH:11][CH:10]=3)=[C:5]([CH3:26])[O:4][N:3]=1, predict the reactants needed to synthesize it. The reactants are: [CH3:1][C:2]1[C:6]([C:7]2[N:8]([C:19]3[CH:24]=[CH:23][C:22]([OH:25])=[CH:21][CH:20]=3)[C:9]3[C:14]([C:15]=2[C:16](=[NH:18])[O-])=[CH:13][CH:12]=[CH:11][CH:10]=3)=[C:5]([CH3:26])[O:4][N:3]=1.[NH2:27][NH2:28]. (3) Given the product [CH3:22][O:21][C:8]1[C:9]([OH:20])=[CH:10][C:11]2[CH2:12][CH2:13][C@@H:14]3[C@@H:5]([C:6]=2[CH:7]=1)[CH2:4][CH2:3][C@@:2]1([CH3:1])[C@H:15]3[CH2:16][CH2:17][CH2:18]1, predict the reactants needed to synthesize it. The reactants are: [CH3:1][C@@:2]12[C:18](=O)[CH2:17][CH2:16][C@H:15]1[C@H:14]1[C@@H:5]([C:6]3[C:11]([CH2:12][CH2:13]1)=[CH:10][C:9]([OH:20])=[C:8]([O:21][CH3:22])[CH:7]=3)[CH2:4][CH2:3]2.O.NN.[OH-].[K+].Cl. (4) Given the product [CH:18]([O:1][C:2]1[CH:9]=[CH:8][C:5]([C:6]#[N:7])=[CH:4][C:3]=1[O:10][CH3:11])([CH3:20])[CH3:19], predict the reactants needed to synthesize it. The reactants are: [OH:1][C:2]1[CH:9]=[CH:8][C:5]([C:6]#[N:7])=[CH:4][C:3]=1[O:10][CH3:11].C(=O)([O-])[O-].[K+].[K+].[CH:18](I)([CH3:20])[CH3:19]. (5) Given the product [Si:30]([O:7][CH:4]([CH2:5][O:6][Si:30]([C:33]([CH3:36])([CH3:35])[CH3:34])([CH3:32])[CH3:31])[CH:3]([NH:8][C:9](=[O:15])[O:10][C:11]([CH3:14])([CH3:13])[CH3:12])[C@H:2]([F:1])[C:16]1[CH:17]=[CH:18][CH:19]=[CH:20][CH:21]=1)([C:33]([CH3:36])([CH3:35])[CH3:34])([CH3:32])[CH3:31], predict the reactants needed to synthesize it. The reactants are: [F:1][C@@H:2]([C:16]1[CH:21]=[CH:20][CH:19]=[CH:18][CH:17]=1)[C@H:3]([NH:8][C:9](=[O:15])[O:10][C:11]([CH3:14])([CH3:13])[CH3:12])[CH:4]([OH:7])[CH2:5][OH:6].O([Si:30]([C:33]([CH3:36])([CH3:35])[CH3:34])([CH3:32])[CH3:31])S(C(F)(F)F)(=O)=O.C(=O)(O)[O-].[Na+]. (6) Given the product [ClH:1].[Cl:1][C:2]1[CH:3]=[CH:4][C:5]([C:8]2[CH:13]=[CH:12][C:11]([N:14]3[CH2:18][CH2:17][CH2:16][C:15]3=[O:19])=[CH:10][C:9]=2[CH2:20][O:21][C:22]2[CH:23]=[CH:24][C:25]([C:28]3[N:32]([CH:33]4[CH2:38][CH2:37][CH2:36][CH2:35][CH2:34]4)[C:31]4[S:39][C:40]([C:42]([OH:44])=[O:43])=[CH:41][C:30]=4[N:29]=3)=[CH:26][CH:27]=2)=[CH:6][CH:7]=1, predict the reactants needed to synthesize it. The reactants are: [Cl:1][C:2]1[CH:7]=[CH:6][C:5]([C:8]2[CH:13]=[CH:12][C:11]([N:14]3[CH2:18][CH2:17][CH2:16][C:15]3=[O:19])=[CH:10][C:9]=2[CH2:20][O:21][C:22]2[CH:27]=[CH:26][C:25]([C:28]3[N:32]([CH:33]4[CH2:38][CH2:37][CH2:36][CH2:35][CH2:34]4)[C:31]4[S:39][C:40]([C:42]([O:44]C)=[O:43])=[CH:41][C:30]=4[N:29]=3)=[CH:24][CH:23]=2)=[CH:4][CH:3]=1.[OH-].[Na+].Cl.